This data is from NCI-60 drug combinations with 297,098 pairs across 59 cell lines. The task is: Regression. Given two drug SMILES strings and cell line genomic features, predict the synergy score measuring deviation from expected non-interaction effect. (1) Drug 2: C1CN(CCN1C(=O)CCBr)C(=O)CCBr. Cell line: NCI-H522. Drug 1: CN1C2=C(C=C(C=C2)N(CCCl)CCCl)N=C1CCCC(=O)O.Cl. Synergy scores: CSS=22.2, Synergy_ZIP=-4.31, Synergy_Bliss=-5.02, Synergy_Loewe=-9.17, Synergy_HSA=-2.18. (2) Drug 1: C1=CC(=C2C(=C1NCCNCCO)C(=O)C3=C(C=CC(=C3C2=O)O)O)NCCNCCO. Drug 2: CC1=C(C=C(C=C1)NC(=O)C2=CC=C(C=C2)CN3CCN(CC3)C)NC4=NC=CC(=N4)C5=CN=CC=C5. Cell line: IGROV1. Synergy scores: CSS=48.8, Synergy_ZIP=7.42, Synergy_Bliss=6.79, Synergy_Loewe=-26.2, Synergy_HSA=5.97. (3) Drug 1: COC1=NC(=NC2=C1N=CN2C3C(C(C(O3)CO)O)O)N. Drug 2: C1CN(CCN1C(=O)CCBr)C(=O)CCBr. Cell line: SK-OV-3. Synergy scores: CSS=2.47, Synergy_ZIP=-1.72, Synergy_Bliss=-0.592, Synergy_Loewe=-7.86, Synergy_HSA=-4.29. (4) Drug 1: COC1=CC(=CC(=C1O)OC)C2C3C(COC3=O)C(C4=CC5=C(C=C24)OCO5)OC6C(C(C7C(O6)COC(O7)C8=CC=CS8)O)O. Drug 2: C(CCl)NC(=O)N(CCCl)N=O. Cell line: NCI-H226. Synergy scores: CSS=31.6, Synergy_ZIP=-1.69, Synergy_Bliss=5.49, Synergy_Loewe=-5.87, Synergy_HSA=5.77. (5) Drug 1: CN1C2=C(C=C(C=C2)N(CCCl)CCCl)N=C1CCCC(=O)O.Cl. Drug 2: C1=NNC2=C1C(=O)NC=N2. Cell line: SF-268. Synergy scores: CSS=4.01, Synergy_ZIP=0.194, Synergy_Bliss=4.13, Synergy_Loewe=2.27, Synergy_HSA=2.51. (6) Drug 1: C1CC(=O)NC(=O)C1N2CC3=C(C2=O)C=CC=C3N. Cell line: RXF 393. Synergy scores: CSS=15.3, Synergy_ZIP=-6.71, Synergy_Bliss=-5.37, Synergy_Loewe=-16.6, Synergy_HSA=-3.85. Drug 2: CC1CCC2CC(C(=CC=CC=CC(CC(C(=O)C(C(C(=CC(C(=O)CC(OC(=O)C3CCCCN3C(=O)C(=O)C1(O2)O)C(C)CC4CCC(C(C4)OC)O)C)C)O)OC)C)C)C)OC. (7) Drug 1: C(=O)(N)NO. Drug 2: CC(C)CN1C=NC2=C1C3=CC=CC=C3N=C2N. Cell line: U251. Synergy scores: CSS=3.10, Synergy_ZIP=-2.68, Synergy_Bliss=-6.13, Synergy_Loewe=0.190, Synergy_HSA=-4.05.